Dataset: Reaction yield outcomes from USPTO patents with 853,638 reactions. Task: Predict the reaction yield, written as a fraction of the theoretical maximum amount of product (1.0 means a 100% yield; for example, 0.34 means a 34% yield). (1) The reactants are [OH-].[Na+].[F:3][C:4]1[CH:5]=[C:6]([CH:32]=[CH:33][C:34]=1[CH3:35])[CH2:7][C@@H:8]1[CH2:12][CH2:11][CH2:10][N:9]1[CH2:13][C@@H:14]([OH:31])[CH2:15][O:16][C@@H:17]([C:19]1[CH:24]=[CH:23][CH:22]=[CH:21][C:20]=1/[CH:25]=[CH:26]/[C:27]([O:29]C)=[O:28])[CH3:18].O1CCCC1. The catalyst is CO. The product is [F:3][C:4]1[CH:5]=[C:6]([CH:32]=[CH:33][C:34]=1[CH3:35])[CH2:7][C@@H:8]1[CH2:12][CH2:11][CH2:10][N:9]1[CH2:13][C@@H:14]([OH:31])[CH2:15][O:16][C@@H:17]([C:19]1[CH:24]=[CH:23][CH:22]=[CH:21][C:20]=1/[CH:25]=[CH:26]/[C:27]([OH:29])=[O:28])[CH3:18]. The yield is 0.670. (2) The reactants are [Br:1][C:2]1[CH:7]=[CH:6][CH:5]=[C:4]([Br:8])[C:3]=1[CH3:9].[Br:10]N1C(=O)CCC1=O.C(OOC(=O)C1C=CC=CC=1)(=O)C1C=CC=CC=1. The catalyst is C(Cl)(Cl)(Cl)Cl. The product is [Br:1][C:2]1[CH:7]=[CH:6][CH:5]=[C:4]([Br:8])[C:3]=1[CH2:9][Br:10]. The yield is 0.980. (3) The reactants are [In].[Cl-].[In+3].[Cl-].[Cl-].[Cl-].[Li+].[CH2:8](N(C)C)[CH2:9][CH2:10][CH3:11].C(OCC=C[CH2:22][C:23]([CH2:34][C:35]1C(I)=[CH:37][C:38]2[C:43]([CH:44]=1)=[CH:42][CH:41]=[CH:40][CH:39]=2)([C:29]([O:31][CH2:32][CH3:33])=[O:30])[C:24]([O:26][CH2:27][CH3:28])=[O:25])(=O)C. The catalyst is CN(C=O)C.C1C=CC([P]([Pd]([P](C2C=CC=CC=2)(C2C=CC=CC=2)C2C=CC=CC=2)([P](C2C=CC=CC=2)(C2C=CC=CC=2)C2C=CC=CC=2)[P](C2C=CC=CC=2)(C2C=CC=CC=2)C2C=CC=CC=2)(C2C=CC=CC=2)C2C=CC=CC=2)=CC=1. The product is [CH:10]([CH:9]1[C:8]2[C:35](=[CH:44][C:43]3[C:38]([CH:37]=2)=[CH:39][CH:40]=[CH:41][CH:42]=3)[CH2:34][C:23]([C:29]([O:31][CH2:32][CH3:33])=[O:30])([C:24]([O:26][CH2:27][CH3:28])=[O:25])[CH2:22]1)=[CH2:11]. The yield is 0.810. (4) The reactants are [F:1][C:2]1([F:41])[O:6][C:5]2[CH:7]=[CH:8][C:9]([C:11]3([C:14]([NH:16][C@@H:17]4[CH2:22][C@@H:21]([C:23]5[CH:28]=[CH:27][C:26]([O:29][CH3:30])=[CH:25][CH:24]=5)[O:20][C@@H:19]([C:31]5[CH:40]=[CH:39][C:34]([C:35]([O:37]C)=[O:36])=[CH:33][CH:32]=5)[CH2:18]4)=[O:15])[CH2:13][CH2:12]3)=[CH:10][C:4]=2[O:3]1.[OH-].[Li+]. The catalyst is CO. The product is [F:41][C:2]1([F:1])[O:6][C:5]2[CH:7]=[CH:8][C:9]([C:11]3([C:14]([NH:16][C@@H:17]4[CH2:22][C@@H:21]([C:23]5[CH:28]=[CH:27][C:26]([O:29][CH3:30])=[CH:25][CH:24]=5)[O:20][C@@H:19]([C:31]5[CH:32]=[CH:33][C:34]([C:35]([OH:37])=[O:36])=[CH:39][CH:40]=5)[CH2:18]4)=[O:15])[CH2:12][CH2:13]3)=[CH:10][C:4]=2[O:3]1. The yield is 0.615. (5) The reactants are C(OC([N:8]1[C:12]2[CH:13]=[CH:14][CH:15]=[CH:16][C:11]=2[N:10]=[C:9]1[CH2:17][NH:18][CH:19]1[C:28]2[N:27]=[CH:26][CH:25]=[CH:24][C:23]=2[CH2:22][CH2:21][CH2:20]1)=O)(C)(C)C.[N:29]1[CH:34]=[CH:33][CH:32]=[CH:31][C:30]=1[C:35]1[CH:40]=[CH:39][C:38]([CH:41]=O)=[CH:37][CH:36]=1.[BH-](OC(C)=O)(OC(C)=O)OC(C)=O.[Na+]. The catalyst is C(Cl)Cl. The product is [NH:10]1[C:11]2[CH:16]=[CH:15][CH:14]=[CH:13][C:12]=2[N:8]=[C:9]1[CH2:17][N:18]([CH2:41][C:38]1[CH:37]=[CH:36][C:35]([C:30]2[CH:31]=[CH:32][CH:33]=[CH:34][N:29]=2)=[CH:40][CH:39]=1)[CH:19]1[C:28]2[N:27]=[CH:26][CH:25]=[CH:24][C:23]=2[CH2:22][CH2:21][CH2:20]1. The yield is 0.660.